Dataset: Full USPTO retrosynthesis dataset with 1.9M reactions from patents (1976-2016). Task: Predict the reactants needed to synthesize the given product. (1) Given the product [OH:24][CH2:23][C:21]1[CH:22]=[C:17]([O:16][CH3:15])[C:18]([B:33]([OH:34])[OH:35])=[C:19]([O:31][CH3:32])[CH:20]=1, predict the reactants needed to synthesize it. The reactants are: C1(C)C=CC=CC=1.C(OC(C)C)(=O)C.[CH3:15][O:16][C:17]1[CH:22]=[C:21]([CH2:23][O:24]C(OCCC)C)[CH:20]=[C:19]([O:31][CH3:32])[C:18]=1[B:33]([OH:35])[OH:34].Cl. (2) The reactants are: [CH3:1][O:2][C:3](=[O:12])[CH:4]([C:6]1[CH:11]=[CH:10][CH:9]=[CH:8][CH:7]=1)[CH3:5].C[Si](C)(C)[N-][Si](C)(C)C.[Li+].Br[CH2:24][CH:25]1[CH2:30][CH2:29][CH2:28][CH2:27][CH2:26]1. Given the product [CH:25]1([CH2:24][C:4]([CH3:5])([C:6]2[CH:11]=[CH:10][CH:9]=[CH:8][CH:7]=2)[C:3]([O:2][CH3:1])=[O:12])[CH2:30][CH2:29][CH2:28][CH2:27][CH2:26]1, predict the reactants needed to synthesize it.